This data is from Catalyst prediction with 721,799 reactions and 888 catalyst types from USPTO. The task is: Predict which catalyst facilitates the given reaction. Reactant: [OH:1][C:2]1[C:3]([N+:29]([O-:31])=[O:30])=[CH:4][C:5]2[CH2:6][C@H:7]3[N:18]([C:19]([O:21][CH2:22][C:23]4[CH:28]=[CH:27][CH:26]=[CH:25][CH:24]=4)=[O:20])[CH2:17][CH2:16][C@@:13]4([C:14]=2[CH:15]=1)[C@H:8]3[CH2:9][CH2:10][CH2:11][CH2:12]4.C([O-])([O-])=O.[K+].[K+].[CH2:38](Br)[C:39]1[CH:44]=[CH:43][CH:42]=[CH:41][CH:40]=1. Product: [CH2:38]([O:1][C:2]1[C:3]([N+:29]([O-:31])=[O:30])=[CH:4][C:5]2[CH2:6][C@H:7]3[N:18]([C:19]([O:21][CH2:22][C:23]4[CH:24]=[CH:25][CH:26]=[CH:27][CH:28]=4)=[O:20])[CH2:17][CH2:16][C@@:13]4([C:14]=2[CH:15]=1)[C@H:8]3[CH2:9][CH2:10][CH2:11][CH2:12]4)[C:39]1[CH:44]=[CH:43][CH:42]=[CH:41][CH:40]=1. The catalyst class is: 3.